Task: Predict the product of the given reaction.. Dataset: Forward reaction prediction with 1.9M reactions from USPTO patents (1976-2016) (1) Given the reactants CS([C:4]1[N:9]=[CH:8][C:7]2=[CH:10][CH:11]=[C:12]([C:13]3[CH:18]=[CH:17][CH:16]=[CH:15][C:14]=3[O:19][CH3:20])[N:6]2[N:5]=1)=O.[CH3:21][N:22]1[C:27]2[CH:28]=[C:29]([NH2:32])[CH:30]=[CH:31][C:26]=2[O:25][CH2:24][CH2:23]1, predict the reaction product. The product is: [CH3:20][O:19][C:14]1[CH:15]=[CH:16][CH:17]=[CH:18][C:13]=1[C:12]1[N:6]2[C:7]([CH:8]=[N:9][C:4]([NH:32][C:29]3[CH:30]=[CH:31][C:26]4[O:25][CH2:24][CH2:23][N:22]([CH3:21])[C:27]=4[CH:28]=3)=[N:5]2)=[CH:10][CH:11]=1. (2) Given the reactants C1CCOCCOCOOCCOCCOCC1.[F-].[K+].C[N:22]1[C:30]2[C:25](=[CH:26][CH:27]=CC=2)C(=O)[C:23]1=[O:32].N1C=CC=CC=1.FC(F)(F)S(O[C:45]1[C:53]([Si](C)(C)C)=[CH:52][C:48]2[O:49][CH2:50][O:51][C:47]=2[CH:46]=1)(=O)=O, predict the reaction product. The product is: [O:51]1[C:47]2[CH:46]=[CH:45][CH:53]=[C:52]([N:22]3[CH:30]=[CH:25][CH:26]=[CH:27][C:23]3=[O:32])[C:48]=2[O:49][CH2:50]1. (3) The product is: [OH:8][C:9]([C:12]1[N:17]=[CH:16][C:15]([C:18]2[S:22][C:21]([N+:23]([O-:25])=[O:24])=[C:20]([C:26]([NH2:28])=[O:27])[CH:19]=2)=[CH:14][CH:13]=1)([CH3:11])[CH3:10]. Given the reactants [Si]([O:8][C:9]([C:12]1[N:17]=[CH:16][C:15]([C:18]2[S:22][C:21]([N+:23]([O-:25])=[O:24])=[C:20]([C:26]([NH2:28])=[O:27])[CH:19]=2)=[CH:14][CH:13]=1)([CH3:11])[CH3:10])(C(C)(C)C)(C)C.CC(O)=O.CCCC[N+](CCCC)(CCCC)CCCC.[F-], predict the reaction product.